Dataset: NCI-60 drug combinations with 297,098 pairs across 59 cell lines. Task: Regression. Given two drug SMILES strings and cell line genomic features, predict the synergy score measuring deviation from expected non-interaction effect. (1) Drug 1: C1CN(CCN1C(=O)CCBr)C(=O)CCBr. Synergy scores: CSS=12.5, Synergy_ZIP=-11.4, Synergy_Bliss=-15.2, Synergy_Loewe=-34.6, Synergy_HSA=-11.9. Drug 2: CC1CCCC2(C(O2)CC(NC(=O)CC(C(C(=O)C(C1O)C)(C)C)O)C(=CC3=CSC(=N3)C)C)C. Cell line: IGROV1. (2) Drug 1: C1CN1P(=S)(N2CC2)N3CC3. Drug 2: C1CNP(=O)(OC1)N(CCCl)CCCl. Cell line: NCIH23. Synergy scores: CSS=3.97, Synergy_ZIP=-3.34, Synergy_Bliss=1.31, Synergy_Loewe=-13.0, Synergy_HSA=-1.68. (3) Drug 1: CC1CCC2CC(C(=CC=CC=CC(CC(C(=O)C(C(C(=CC(C(=O)CC(OC(=O)C3CCCCN3C(=O)C(=O)C1(O2)O)C(C)CC4CCC(C(C4)OC)O)C)C)O)OC)C)C)C)OC. Drug 2: C1CNP(=O)(OC1)N(CCCl)CCCl. Cell line: BT-549. Synergy scores: CSS=9.91, Synergy_ZIP=-4.32, Synergy_Bliss=-2.08, Synergy_Loewe=-18.4, Synergy_HSA=-1.54. (4) Drug 1: CCC1(CC2CC(C3=C(CCN(C2)C1)C4=CC=CC=C4N3)(C5=C(C=C6C(=C5)C78CCN9C7C(C=CC9)(C(C(C8N6C)(C(=O)OC)O)OC(=O)C)CC)OC)C(=O)OC)O.OS(=O)(=O)O. Drug 2: CN(C(=O)NC(C=O)C(C(C(CO)O)O)O)N=O. Cell line: OVCAR3. Synergy scores: CSS=8.81, Synergy_ZIP=-6.72, Synergy_Bliss=-10.2, Synergy_Loewe=-52.3, Synergy_HSA=-16.2. (5) Cell line: HCC-2998. Drug 2: CCCCC(=O)OCC(=O)C1(CC(C2=C(C1)C(=C3C(=C2O)C(=O)C4=C(C3=O)C=CC=C4OC)O)OC5CC(C(C(O5)C)O)NC(=O)C(F)(F)F)O. Synergy scores: CSS=58.6, Synergy_ZIP=7.10, Synergy_Bliss=5.06, Synergy_Loewe=1.94, Synergy_HSA=7.39. Drug 1: CC1=C(C(CCC1)(C)C)C=CC(=CC=CC(=CC(=O)O)C)C. (6) Drug 1: C1CNP(=O)(OC1)N(CCCl)CCCl. Drug 2: C(CCl)NC(=O)N(CCCl)N=O. Cell line: SK-MEL-2. Synergy scores: CSS=-8.40, Synergy_ZIP=4.80, Synergy_Bliss=8.20, Synergy_Loewe=-17.3, Synergy_HSA=-7.57. (7) Drug 1: C1=CN(C(=O)N=C1N)C2C(C(C(O2)CO)O)O.Cl. Drug 2: CCC1=C2CN3C(=CC4=C(C3=O)COC(=O)C4(CC)O)C2=NC5=C1C=C(C=C5)O. Cell line: MOLT-4. Synergy scores: CSS=88.6, Synergy_ZIP=2.05, Synergy_Bliss=2.03, Synergy_Loewe=-0.546, Synergy_HSA=4.16. (8) Drug 1: CN1C2=C(C=C(C=C2)N(CCCl)CCCl)N=C1CCCC(=O)O.Cl. Drug 2: C1CN(CCN1C(=O)CCBr)C(=O)CCBr. Cell line: IGROV1. Synergy scores: CSS=15.4, Synergy_ZIP=-4.20, Synergy_Bliss=0.779, Synergy_Loewe=-2.34, Synergy_HSA=1.38. (9) Drug 1: CC(C)(C#N)C1=CC(=CC(=C1)CN2C=NC=N2)C(C)(C)C#N. Drug 2: C1=NC2=C(N1)C(=S)N=CN2. Cell line: KM12. Synergy scores: CSS=38.7, Synergy_ZIP=-7.02, Synergy_Bliss=-1.07, Synergy_Loewe=3.04, Synergy_HSA=2.07.